Predict the product of the given reaction. From a dataset of Forward reaction prediction with 1.9M reactions from USPTO patents (1976-2016). (1) Given the reactants Cl[C:2]1[CH:31]=[CH:30][C:5]([C:6]([NH:8][C:9]2[CH:14]=[CH:13][C:12]([O:15][C:16]([F:19])([F:18])[F:17])=[C:11]([NH:20][C:21](=[O:29])[CH2:22][N:23]3[CH2:28][CH2:27][O:26][CH2:25][CH2:24]3)[CH:10]=2)=[O:7])=[CH:4][N:3]=1.[F:32][C:33]1[CH:38]=[CH:37][CH:36]=[C:35]([F:39])[C:34]=1B(O)O.C(=O)([O-])[O-].[K+].[K+], predict the reaction product. The product is: [F:32][C:33]1[CH:38]=[CH:37][CH:36]=[C:35]([F:39])[C:34]=1[C:2]1[CH:31]=[CH:30][C:5]([C:6]([NH:8][C:9]2[CH:14]=[CH:13][C:12]([O:15][C:16]([F:19])([F:18])[F:17])=[C:11]([NH:20][C:21](=[O:29])[CH2:22][N:23]3[CH2:28][CH2:27][O:26][CH2:25][CH2:24]3)[CH:10]=2)=[O:7])=[CH:4][N:3]=1. (2) Given the reactants [CH3:1][N:2]([CH:10]1[CH2:15][CH2:14][NH:13][CH2:12][CH2:11]1)[C:3](=[O:9])[O:4][C:5]([CH3:8])([CH3:7])[CH3:6].Cl[C:17]1[CH:22]=[CH:21][N:20]=[C:19]([C:23]#[N:24])[CH:18]=1.C([O-])([O-])=O.[K+].[K+], predict the reaction product. The product is: [C:23]([C:19]1[CH:18]=[C:17]([N:13]2[CH2:12][CH2:11][CH:10]([N:2]([CH3:1])[C:3](=[O:9])[O:4][C:5]([CH3:8])([CH3:6])[CH3:7])[CH2:15][CH2:14]2)[CH:22]=[CH:21][N:20]=1)#[N:24]. (3) Given the reactants [N+:1]([C:4]1[CH:5]=[C:6]2[C:10](=[CH:11][CH:12]=1)[NH:9][CH2:8][CH2:7]2)([O-:3])=[O:2].[CH3:13][S:14](Cl)(=[O:16])=[O:15], predict the reaction product. The product is: [CH3:13][S:14]([N:9]1[C:10]2[C:6](=[CH:5][C:4]([N+:1]([O-:3])=[O:2])=[CH:12][CH:11]=2)[CH2:7][CH2:8]1)(=[O:16])=[O:15]. (4) Given the reactants F[C:2]1[CH:19]=[CH:18][C:5]([O:6][CH2:7][C:8]2[CH:17]=[CH:16][C:15]3[C:10](=[CH:11][CH:12]=[CH:13][CH:14]=3)[N:9]=2)=[CH:4][C:3]=1[N+:20]([O-:22])=[O:21].[Br:23][C:24]1[CH:25]=[C:26]([CH:29]=[CH:30][CH:31]=1)[CH2:27][NH2:28].CCN(C(C)C)C(C)C.O, predict the reaction product. The product is: [Br:23][C:24]1[CH:25]=[C:26]([CH:29]=[CH:30][CH:31]=1)[CH2:27][NH:28][C:2]1[CH:19]=[CH:18][C:5]([O:6][CH2:7][C:8]2[CH:17]=[CH:16][C:15]3[C:10](=[CH:11][CH:12]=[CH:13][CH:14]=3)[N:9]=2)=[CH:4][C:3]=1[N+:20]([O-:22])=[O:21]. (5) Given the reactants [CH3:1][C:2]1[CH:7]=[CH:6][C:5]([NH:8][C:9]2[CH:10]=[C:11]([N:15]3[CH2:20][CH2:19][N:18]([C:21](=[O:23])[CH3:22])[CH2:17][CH2:16]3)[CH:12]=[CH:13][CH:14]=2)=[C:4]([N+:24]([O-])=O)[CH:3]=1.[H][H], predict the reaction product. The product is: [NH2:24][C:4]1[CH:3]=[C:2]([CH3:1])[CH:7]=[CH:6][C:5]=1[NH:8][C:9]1[CH:10]=[C:11]([N:15]2[CH2:16][CH2:17][N:18]([C:21](=[O:23])[CH3:22])[CH2:19][CH2:20]2)[CH:12]=[CH:13][CH:14]=1.